This data is from Drug-target binding data from BindingDB using IC50 measurements. The task is: Regression. Given a target protein amino acid sequence and a drug SMILES string, predict the binding affinity score between them. We predict pIC50 (pIC50 = -log10(IC50 in M); higher means more potent). Dataset: bindingdb_ic50. (1) The drug is Nc1ccc(Nc2ccccc2N)cc1. The target protein (P21462) has sequence METNSSLPTNISGGTPAVSAGYLFLDIITYLVFAVTFVLGVLGNGLVIWVAGFRMTHTVTTISYLNLAVADFCFTSTLPFFMVRKAMGGHWPFGWFLCKFVFTIVDINLFGSVFLIALIALDRCVCVLHPVWTQNHRTVSLAKKVIIGPWVMALLLTLPVIIRVTTVPGKTGTVACTFNFSPWTNDPKERINVAVAMLTVRGIIRFIIGFSAPMSIVAVSYGLIATKIHKQGLIKSSRPLRVLSFVAAAFFLCWSPYQVVALIATVRIRELLQGMYKEIGIAVDVTSALAFFNSCLNPMLYVFMGQDFRERLIHALPASLERALTEDSTQTSDTATNSTLPSAEVELQAK. The pIC50 is 4.2. (2) The small molecule is Nc1ncnc2c1nc(-c1ccsc1)n2[C@@H]1O[C@H](COP(=O)(O)OP(=O)(O)OC[C@H]2OC(O)[C@H](O)[C@@H]2O)[C@@H](O)[C@H]1O. The target protein (O94759) has sequence MEPSALRKAGSEQEEGFEGLPRRVTDLGMVSNLRRSNSSLFKSWRLQCPFGNNDKQESLSSWIPENIKKKECVYFVESSKLSDAGKVVCQCGYTHEQHLEEATKPHTFQGTQWDPKKHVQEMPTDAFGDIVFTGLSQKVKKYVRVSQDTPSSVIYHLMTQHWGLDVPNLLISVTGGAKNFNMKPRLKSIFRRGLVKVAQTTGAWIITGGSHTGVMKQVGEAVRDFSLSSSYKEGELITIGVATWGTVHRREGLIHPTGSFPAEYILDEDGQGNLTCLDSNHSHFILVDDGTHGQYGVEIPLRTRLEKFISEQTKERGGVAIKIPIVCVVLEGGPGTLHTIDNATTNGTPCVVVEGSGRVADVIAQVANLPVSDITISLIQQKLSVFFQEMFETFTESRIVEWTKKIQDIVRRRQLLTVFREGKDGQQDVDVAILQALLKASRSQDHFGHENWDHQLKLAVAWNRVDIARSEIFMDEWQWKPSDLHPTMTAALISNKPEFV.... The pIC50 is 4.3. (3) The drug is O=C(NCCCN(Cc1ccco1)C1CCCC1)c1cc2c(s1)-c1ccccc1SC2. The target protein (P25106) has sequence MDLHLFDYSEPGNFSDISWPCNSSDCIVVDTVMCPNMPNKSVLLYTLSFIYIFIFVIGMIANSVVVWVNIQAKTTGYDTHCYILNLAIADLWVVLTIPVWVVSLVQHNQWPMGELTCKVTHLIFSINLFGSIFFLTCMSVDRYLSITYFTNTPSSRKKMVRRVVCILVWLLAFCVSLPDTYYLKTVTSASNNETYCRSFYPEHSIKEWLIGMELVSVVLGFAVPFSIIAVFYFLLARAISASSDQEKHSSRKIIFSYVVVFLVCWLPYHVAVLLDIFSILHYIPFTCRLEHALFTALHVTQCLSLVHCCVNPVLYSFINRNYRYELMKAFIFKYSAKTGLTKLIDASRVSETEYSALEQSTK. The pIC50 is 4.9. (4) The pIC50 is 9.2. The compound is CN[C@@H](C)C(=O)NC(Cc1ccc(OCc2ccc(C(=O)N[C@H]3CC(C(=O)N[C@@H]4CCCc5ccccc54)N(C(=O)[C@@H](NC(=O)[C@H](C)NC)C(C)(C)C)C3)cc2)cc1)C(=O)C1CC=CC[C@@H]1C(=O)NC1CCCc2ccccc21. The target protein sequence is RDHFALDRPSETHADYLLRTGQVVDISDTIYPRNPAMYSEEARLKSFQNWPDYAHLTPRELASAGLYYTGIGDQVQCFACGGKLKNWEPGDRAWSEHRRHFPNCFFVLGRNLNIRSE.